Task: Predict the product of the given reaction.. Dataset: Forward reaction prediction with 1.9M reactions from USPTO patents (1976-2016) Given the reactants [Br:1][C:2]1[C:3]([F:9])=[C:4]([CH:6]=[CH:7][CH:8]=1)[NH2:5].N1C=CC=CC=1.[CH2:16]([S:19](Cl)(=[O:21])=[O:20])[CH2:17][CH3:18], predict the reaction product. The product is: [Br:1][C:2]1[C:3]([F:9])=[C:4]([NH:5][S:19]([CH2:16][CH2:17][CH3:18])(=[O:21])=[O:20])[CH:6]=[CH:7][CH:8]=1.